Dataset: Full USPTO retrosynthesis dataset with 1.9M reactions from patents (1976-2016). Task: Predict the reactants needed to synthesize the given product. (1) Given the product [CH3:6][C:7]([S:10]([N:12]=[C:3]1[CH2:4][O:1][CH2:2]1)=[O:11])([CH3:9])[CH3:8], predict the reactants needed to synthesize it. The reactants are: [O:1]1[CH2:4][C:3](=O)[CH2:2]1.[CH3:6][C:7]([S:10]([NH2:12])=[O:11])([CH3:9])[CH3:8].[Cl-].[Na+]. (2) Given the product [F:1][C:35]1[CH:34]=[C:33]([CH2:36][NH2:37])[CH:32]=[CH:31][C:30]=1[O:29][CH2:23][CH2:24][CH2:25][CH2:26][CH2:27][CH3:28], predict the reactants needed to synthesize it. The reactants are: [F:1]C1C(OC(CC)CCC)=C(C=CC=1)C#N.[H-].[H-].[H-].[H-].[Li+].[Al+3].[CH2:23]([O:29][C:30]1[CH:35]=[CH:34][C:33]([CH2:36][NH2:37])=[CH:32][CH:31]=1)[CH2:24][CH2:25][CH2:26][CH2:27][CH3:28]. (3) Given the product [O:11]1[CH2:1][CH2:2][O:10][O:23][O:12]1.[C:14]1(=[O:23])[C:18]2[C:19](=[CH:20][CH:13]=[CH:22][CH:17]=2)[CH2:21][CH2:15]1, predict the reactants needed to synthesize it. The reactants are: [CH2:1]1C2C(=CC=CC=2)C[C:2]1=[O:10].[OH:11][OH:12].[CH:13]12[CH2:22][CH:17]3[CH2:18][CH:19]([CH2:21][CH:15](C3)[C:14]1=[O:23])[CH2:20]2.F[B-](F)(F)F.[H+]. (4) Given the product [CH3:9][O:8][C:5]1[C:4]([NH2:10])=[CH:3][C:2]([C:14]2[CH:15]=[CH:16][N:11]=[CH:12][CH:13]=2)=[CH:7][N:6]=1, predict the reactants needed to synthesize it. The reactants are: Br[C:2]1[CH:3]=[C:4]([NH2:10])[C:5]([O:8][CH3:9])=[N:6][CH:7]=1.[N:11]1[CH:16]=[CH:15][C:14](B(O)O)=[CH:13][CH:12]=1.CC(C1C=C(C(C)C)C(C2C=CC=CC=2P(C2CCCCC2)C2CCCCC2)=C(C(C)C)C=1)C.[O-]P([O-])([O-])=O.[K+].[K+].[K+]. (5) Given the product [CH2:1]([C:3]1[CH:11]=[C:10]2[C:6]([C:7]([CH:12]=[O:13])=[CH:8][NH:9]2)=[CH:5][CH:4]=1)[CH3:2], predict the reactants needed to synthesize it. The reactants are: [CH:1]([C:3]1[CH:11]=[C:10]2[C:6]([C:7]([CH:12]=[O:13])=[CH:8][NH:9]2)=[CH:5][CH:4]=1)=[CH2:2]. (6) Given the product [NH2:9][C:5]1[CH:4]=[C:3]([O:12][CH3:13])[C:2]([CH3:1])=[CH:7][C:6]=1[OH:8], predict the reactants needed to synthesize it. The reactants are: [CH3:1][C:2]1[C:3]([O:12][CH3:13])=[CH:4][C:5]([N+:9]([O-])=O)=[C:6]([OH:8])[CH:7]=1. (7) Given the product [F:34][C:30]1([F:35])[CH2:31][CH2:32][CH2:33][C:28]([CH2:27][NH:26][C:15]([C:7]2[C:8]3[C:9](=[N:10][CH:11]=[CH:12][C:13]=3[Cl:14])[N:5]([CH2:4][C:1](=[O:3])[NH2:2])[CH:6]=2)=[O:17])([OH:36])[CH2:29]1, predict the reactants needed to synthesize it. The reactants are: [C:1]([CH2:4][N:5]1[C:9]2=[N:10][CH:11]=[CH:12][C:13]([Cl:14])=[C:8]2[C:7]([C:15]([OH:17])=O)=[CH:6]1)(=[O:3])[NH2:2].CCN(CC)CC.Cl.[NH2:26][CH2:27][C:28]1([OH:36])[CH2:33][CH2:32][CH2:31][C:30]([F:35])([F:34])[CH2:29]1.C(Cl)CCl.N1(O)C2C=CC=CC=2N=N1. (8) The reactants are: Br[C:2]1[CH:9]=[C:6]([CH:7]=[O:8])[C:5]([OH:10])=[CH:4][CH:3]=1.[CH3:11][O:12][C:13]1[CH:14]=[C:15](B(O)O)[CH:16]=[CH:17][CH:18]=1.COCCOC.C(=O)([O-])[O-].[Na+].[Na+]. Given the product [OH:10][C:5]1[CH:4]=[CH:3][C:2]([C:17]2[CH:16]=[CH:15][CH:14]=[C:13]([O:12][CH3:11])[CH:18]=2)=[CH:9][C:6]=1[CH:7]=[O:8], predict the reactants needed to synthesize it. (9) Given the product [C:3]1([CH:2]2[O:12][CH2:11][CH2:10][O:9]2)[CH:8]=[CH:7][CH:6]=[CH:5][CH:4]=1, predict the reactants needed to synthesize it. The reactants are: O.[CH:2](=[O:9])[C:3]1[CH:8]=[CH:7][CH:6]=[CH:5][CH:4]=1.[CH2:10](O)[CH2:11][OH:12].